From a dataset of Reaction yield outcomes from USPTO patents with 853,638 reactions. Predict the reaction yield, written as a fraction of the theoretical maximum amount of product (1.0 means a 100% yield; for example, 0.34 means a 34% yield). (1) The reactants are [CH3:1][C:2]1([CH3:9])[CH2:5][CH:4](C(O)=O)[CH2:3]1.C1C=CC(P([N:24]=[N+]=[N-])(C2C=CC=CC=2)=O)=CC=1.[NH2:27][C:28]1[C:29]([F:57])=[CH:30][C:31]([CH3:56])=[C:32]([C:34]2[C:35]([CH3:55])=[N:36][C:37]3[C:42]([CH:43]=2)=[CH:41][N:40]=[C:39]([N:44]([CH2:46][C:47]2[CH:52]=[CH:51][C:50]([O:53][CH3:54])=[CH:49][CH:48]=2)[CH3:45])[CH:38]=3)[CH:33]=1.[O:58]1[CH2:63]COCC1. No catalyst specified. The product is [CH3:9][C:2]1([CH3:1])[CH2:3][CH:4]([NH:24][C:63]([NH:27][C:28]2[CH:33]=[C:32]([C:34]3[C:35]([CH3:55])=[N:36][C:37]4[C:42]([CH:43]=3)=[CH:41][N:40]=[C:39]([N:44]([CH2:46][C:47]3[CH:52]=[CH:51][C:50]([O:53][CH3:54])=[CH:49][CH:48]=3)[CH3:45])[CH:38]=4)[C:31]([CH3:56])=[CH:30][C:29]=2[F:57])=[O:58])[CH2:5]1. The yield is 0.690. (2) The reactants are [CH3:1][O:2][C:3](=[O:11])[CH2:4][CH2:5][CH2:6][C:7](=O)[CH2:8]Br.[C:12]([NH:19][C:20]([NH2:22])=[NH:21])([O:14][C:15]([CH3:18])([CH3:17])[CH3:16])=[O:13].[Na+].[I-]. The catalyst is CN(C=O)C. The product is [C:15]([O:14][C:12]([N:19]1[CH:8]=[C:7]([CH2:6][CH2:5][CH2:4][C:3]([O:2][CH3:1])=[O:11])[N:21]=[C:20]1[NH2:22])=[O:13])([CH3:18])([CH3:16])[CH3:17]. The yield is 0.650. (3) The reactants are [OH:1][N:2]=[C:3]([C:5]1[CH:6]=[C:7]2[C:11](=[CH:12][CH:13]=1)[N:10]([C:14]([O:16][CH3:17])=[O:15])[CH2:9][CH2:8]2)[CH3:4]. The catalyst is [Ni].CO.N.O. The product is [OH-:1].[NH4+:2].[CH3:14][OH:15].[CH3:17][O:16][C:14]([N:10]1[C:11]2[C:7](=[CH:6][C:5]([CH:3]([NH2:2])[CH3:4])=[CH:13][CH:12]=2)[CH2:8][CH2:9]1)=[O:15]. The yield is 0.300. (4) The reactants are [C:1]1([CH:7]([C:32]2[CH:37]=[CH:36][CH:35]=[CH:34][CH:33]=2)[N:8]2[C:16]3[C:11](=[CH:12][CH:13]=[CH:14][CH:15]=3)[C:10]([CH2:29]O)([C:17]3[CH:22]=[CH:21][C:20]([O:23][C:24]([F:27])([F:26])[F:25])=[CH:19][C:18]=3[OH:28])[C:9]2=[O:31])[CH:6]=[CH:5][CH:4]=[CH:3][CH:2]=1.C1(P(C2C=CC=CC=2)C2C=CC=CC=2)C=CC=CC=1.N(C(OCC)=O)=NC(OCC)=O. The catalyst is C1COCC1. The product is [C:32]1([CH:7]([C:1]2[CH:2]=[CH:3][CH:4]=[CH:5][CH:6]=2)[N:8]2[C:16]3[C:11](=[CH:12][CH:13]=[CH:14][CH:15]=3)[C:10]3([C:17]4[CH:22]=[CH:21][C:20]([O:23][C:24]([F:26])([F:25])[F:27])=[CH:19][C:18]=4[O:28][CH2:29]3)[C:9]2=[O:31])[CH:37]=[CH:36][CH:35]=[CH:34][CH:33]=1. The yield is 0.710. (5) The product is [CH3:14][C:15]1[O:5][C:4](=[O:6])[C:3]2[C:7]([N+:11]([O-:13])=[O:12])=[CH:8][CH:9]=[CH:10][C:2]=2[N:1]=1. The yield is 0.890. The reactants are [NH2:1][C:2]1[CH:10]=[CH:9][CH:8]=[C:7]([N+:11]([O-:13])=[O:12])[C:3]=1[C:4]([OH:6])=[O:5].[C:14](OC(=O)C)(=O)[CH3:15]. No catalyst specified. (6) The reactants are C[O:2][C:3]([C:5]1[S:6][C:7]([C:31]2[CH:36]=[CH:35][CH:34]=[CH:33][CH:32]=2)=[CH:8][C:9]=1[N:10]([S:19]([C:22]1[CH:27]=[C:26]([CH3:28])[C:25]([Cl:29])=[CH:24][C:23]=1[CH3:30])(=[O:21])=[O:20])[CH2:11][C:12]1[CH:17]=[CH:16][CH:15]=[C:14]([I:18])[CH:13]=1)=[O:4].[Li+].[OH-]. The catalyst is C1COCC1.CO.O. The product is [Cl:29][C:25]1[C:26]([CH3:28])=[CH:27][C:22]([S:19]([N:10]([CH2:11][C:12]2[CH:17]=[CH:16][CH:15]=[C:14]([I:18])[CH:13]=2)[C:9]2[CH:8]=[C:7]([C:31]3[CH:32]=[CH:33][CH:34]=[CH:35][CH:36]=3)[S:6][C:5]=2[C:3]([OH:4])=[O:2])(=[O:20])=[O:21])=[C:23]([CH3:30])[CH:24]=1. The yield is 0.880. (7) The product is [CH2:1]([C:3]1[CH:4]=[C:5]2[C:9](=[CH:10][C:11]=1[NH2:12])[NH:8][CH:7]=[CH:6]2)[CH3:2]. The yield is 0.480. The catalyst is [Ni]. The reactants are [CH2:1]([C:3]1[CH:4]=[C:5]2[C:9](=[CH:10][C:11]=1[N+:12]([O-])=O)[NH:8][CH:7]=[CH:6]2)[CH3:2].